From a dataset of Catalyst prediction with 721,799 reactions and 888 catalyst types from USPTO. Predict which catalyst facilitates the given reaction. (1) Reactant: Cl[C:2]([O:4][C:5]1[CH:10]=[CH:9][C:8]([O:11][C:12]2[CH:17]=[CH:16][C:15]([C:18]([F:21])([F:20])[F:19])=[CH:14][N:13]=2)=[CH:7][CH:6]=1)=[O:3].[N:22]1[CH:27]=[CH:26][CH:25]=[C:24]([CH2:28][CH2:29][N:30]2[CH2:35][CH2:34][NH:33][CH2:32][CH2:31]2)[CH:23]=1.[K+].[Br-]. Product: [F:19][C:18]([F:21])([F:20])[C:15]1[CH:16]=[CH:17][C:12]([O:11][C:8]2[CH:9]=[CH:10][C:5]([O:4][C:2]([N:33]3[CH2:34][CH2:35][N:30]([CH2:29][CH2:28][C:24]4[CH:23]=[N:22][CH:27]=[CH:26][CH:25]=4)[CH2:31][CH2:32]3)=[O:3])=[CH:6][CH:7]=2)=[N:13][CH:14]=1. The catalyst class is: 4. (2) Reactant: CC(C1C=CC(B2OC(C)(C)C(C)(C)O2)=CC=1)(C)C(OCC)=O.[CH3:24][O:25][CH2:26][CH2:27][CH2:28][O:29][C:30]1[CH:35]=[CH:34][C:33]([C:36]2[CH:41]=[CH:40][C:39]([C:42]([CH3:49])([CH3:48])[C:43]([O:45]CC)=[O:44])=[CH:38][CH:37]=2)=[CH:32][CH:31]=1.O.[OH-].[Li+]. Product: [CH3:24][O:25][CH2:26][CH2:27][CH2:28][O:29][C:30]1[CH:35]=[CH:34][C:33]([C:36]2[CH:37]=[CH:38][C:39]([C:42]([CH3:49])([CH3:48])[C:43]([OH:45])=[O:44])=[CH:40][CH:41]=2)=[CH:32][CH:31]=1. The catalyst class is: 738. (3) Reactant: [Cl:1][C:2]1[CH:3]=[C:4]([CH3:26])[C:5]([CH2:8][N:9]([CH2:16][C:17]2[C:22]([CH:23]([CH3:25])[CH3:24])=[CH:21][CH:20]=[CH:19][N:18]=2)[CH:10]2[CH2:15][CH2:14][NH:13][CH2:12][CH2:11]2)=[N:6][CH:7]=1.[O:27]([C:34]([NH:36][OH:37])=O)C1C=CC=CC=1. Product: [OH:37][NH:36][C:34]([N:13]1[CH2:12][CH2:11][CH:10]([N:9]([CH2:8][C:5]2[C:4]([CH3:26])=[CH:3][C:2]([Cl:1])=[CH:7][N:6]=2)[CH2:16][C:17]2[C:22]([CH:23]([CH3:24])[CH3:25])=[CH:21][CH:20]=[CH:19][N:18]=2)[CH2:15][CH2:14]1)=[O:27]. The catalyst class is: 1. (4) Reactant: C([O:3][C:4]([C:6]1[NH:7][C:8]2[C:13]([CH:14]=1)=[CH:12][C:11]([N+:15]([O-:17])=[O:16])=[CH:10][CH:9]=2)=[O:5])C.[OH-].[K+].O. Product: [N+:15]([C:11]1[CH:12]=[C:13]2[C:8](=[CH:9][CH:10]=1)[NH:7][C:6]([C:4]([OH:5])=[O:3])=[CH:14]2)([O-:17])=[O:16]. The catalyst class is: 24. (5) Reactant: [S:1]1[CH:5]=[CH:4][N:3]=[C:2]1[NH2:6].C[Si](CCOCCl)(C)C.[CH3:16][O:17][C:18]1[CH:23]=[C:22]([C:24]([F:27])([F:26])[F:25])[CH:21]=[CH:20][C:19]=1[C:28]1[C:37]2[C:32](=[CH:33][C:34]([S:38](Cl)(=[O:40])=[O:39])=[CH:35][CH:36]=2)[CH:31]=[N:30][N:29]=1.CN1C=CN=C1. Product: [CH3:16][O:17][C:18]1[CH:23]=[C:22]([C:24]([F:25])([F:26])[F:27])[CH:21]=[CH:20][C:19]=1[C:28]1[C:37]2[C:32](=[CH:33][C:34]([S:38]([NH:6][C:2]3[S:1][CH:5]=[CH:4][N:3]=3)(=[O:40])=[O:39])=[CH:35][CH:36]=2)[CH:31]=[N:30][N:29]=1. The catalyst class is: 23. (6) Reactant: [CH3:1][S:2](Cl)(=[O:4])=[O:3].[OH:6][CH2:7][C@H:8]1[O:13][CH2:12][CH2:11][N:10]([C:14]([O:16][C:17]([CH3:20])([CH3:19])[CH3:18])=[O:15])[CH2:9]1.C(N(CC)CC)C. Product: [CH3:1][S:2]([O:6][CH2:7][C@H:8]1[O:13][CH2:12][CH2:11][N:10]([C:14]([O:16][C:17]([CH3:20])([CH3:19])[CH3:18])=[O:15])[CH2:9]1)(=[O:4])=[O:3]. The catalyst class is: 34. (7) Reactant: [NH2:1][C:2]1[S:3][CH:4]=[C:5]([C:12]2[CH:17]=[CH:16][CH:15]=[C:14]([O:18][CH3:19])[CH:13]=2)[C:6]=1C(OCC)=O.[OH-].[K+]. Product: [CH3:19][O:18][C:14]1[CH:13]=[C:12]([C:5]2[CH:6]=[C:2]([NH2:1])[S:3][CH:4]=2)[CH:17]=[CH:16][CH:15]=1. The catalyst class is: 8. (8) Reactant: [C:1]([C:3]([N:6]1[C:14]2[C:9](=[CH:10][CH:11]=[C:12]([C:15]([O:17][CH2:18][CH3:19])=[O:16])[CH:13]=2)[CH:8]=[C:7]1[C:20]([O:22]CC)=O)([CH3:5])[CH3:4])#[N:2]. Product: [CH3:4][C:3]1([CH3:5])[N:6]2[C:14]3[CH:13]=[C:12]([C:15]([O:17][CH2:18][CH3:19])=[O:16])[CH:11]=[CH:10][C:9]=3[CH:8]=[C:7]2[C:20](=[O:22])[NH:2][CH2:1]1. The catalyst class is: 769. (9) Reactant: [Cl:1][C:2]([Cl:25])([Cl:24])[CH2:3][O:4][C:5]([N:7]1[CH2:12][C:11]([NH2:13])=[N:10][C:9]([CH:21]([F:23])[F:22])([C:14]2[CH:19]=[CH:18][CH:17]=[CH:16][C:15]=2[F:20])[CH2:8]1)=[O:6].[N+:26]([O-])([O-:28])=[O:27].[K+].[OH-].[Na+].C([O-])([O-])=O.[Na+].[Na+]. Product: [Cl:25][C:2]([Cl:1])([Cl:24])[CH2:3][O:4][C:5]([N:7]1[CH2:12][C:11]([NH2:13])=[N:10][C:9]([CH:21]([F:23])[F:22])([C:14]2[CH:19]=[C:18]([N+:26]([O-:28])=[O:27])[CH:17]=[CH:16][C:15]=2[F:20])[CH2:8]1)=[O:6]. The catalyst class is: 561.